From a dataset of Forward reaction prediction with 1.9M reactions from USPTO patents (1976-2016). Predict the product of the given reaction. (1) Given the reactants C1C2C(COC(=O)[NH:17][CH2:18][CH:19]([NH:46][C:47]([O:49][CH2:50][C:51]3[CH:56]=[CH:55][CH:54]=[CH:53][CH:52]=3)=[O:48])[C:20](=[O:45])[NH:21][CH:22]([C:31](=[O:44])[N:32]([CH2:36][CH:37]([O:41][CH2:42][CH3:43])[O:38][CH2:39][CH3:40])[CH:33]([CH3:35])[CH3:34])[CH2:23][C:24]3[CH:29]=[CH:28][C:27]([Cl:30])=[CH:26][CH:25]=3)C3C(=CC=CC=3)C=2C=CC=1.C(NCC)C, predict the reaction product. The product is: [CH2:50]([O:49][C:47](=[O:48])[NH:46][CH:19]([C:20](=[O:45])[NH:21][CH:22]([C:31](=[O:44])[N:32]([CH2:36][CH:37]([O:38][CH2:39][CH3:40])[O:41][CH2:42][CH3:43])[CH:33]([CH3:35])[CH3:34])[CH2:23][C:24]1[CH:25]=[CH:26][C:27]([Cl:30])=[CH:28][CH:29]=1)[CH2:18][NH2:17])[C:51]1[CH:52]=[CH:53][CH:54]=[CH:55][CH:56]=1. (2) Given the reactants [H-].[Na+].[C:3]([O:7][C:8]([N:10]1[CH2:13][CH:12]([OH:14])[CH2:11]1)=[O:9])([CH3:6])([CH3:5])[CH3:4].Br[CH2:16][CH2:17][F:18].[Cl-].[NH4+], predict the reaction product. The product is: [C:3]([O:7][C:8]([N:10]1[CH2:13][CH:12]([O:14][CH2:16][CH2:17][F:18])[CH2:11]1)=[O:9])([CH3:6])([CH3:4])[CH3:5].